From a dataset of Reaction yield outcomes from USPTO patents with 853,638 reactions. Predict the reaction yield, written as a fraction of the theoretical maximum amount of product (1.0 means a 100% yield; for example, 0.34 means a 34% yield). (1) The reactants are Br[C:2]1[CH:6]=[CH:5][S:4][C:3]=1[CH2:7][C:8](=O)[CH2:9][CH2:10][CH2:11][CH2:12][CH3:13].C([O-])([O-])=O.[K+].[K+].CN(C)C=O.[SH:26][CH2:27][C:28]([O:30][CH2:31][CH3:32])=[O:29]. The catalyst is C1OCCOCCOCCOCCOCCOC1.O. The product is [CH2:8]([C:7]1[C:3]2[S:4][CH:5]=[CH:6][C:2]=2[S:26][C:27]=1[C:28]([O:30][CH2:31][CH3:32])=[O:29])[CH2:9][CH2:10][CH2:11][CH2:12][CH3:13]. The yield is 0.845. (2) The reactants are [NH2:1][C:2]1[CH:7]=[CH:6][CH:5]=[CH:4][C:3]=1[SH:8].[Br:9][C:10]1[CH:17]=[C:14]([CH:15]=O)[C:13]([OH:18])=[CH:12][CH:11]=1. The catalyst is O1CCOCC1. The product is [S:8]1[C:3]2[CH:4]=[CH:5][CH:6]=[CH:7][C:2]=2[N:1]=[C:15]1[C:14]1[CH:17]=[C:10]([Br:9])[CH:11]=[CH:12][C:13]=1[OH:18]. The yield is 0.600. (3) The reactants are [Li+].[BH4-].[CH2:3]([O:10][N:11]1[C:17](=[O:18])[N:16]2[CH2:19][C@H:12]1[CH2:13][CH2:14][C@H:15]2[C:20](OCC)=[O:21])[C:4]1[CH:9]=[CH:8][CH:7]=[CH:6][CH:5]=1. The catalyst is CO. The product is [CH2:3]([O:10][N:11]1[C:17](=[O:18])[N:16]2[CH2:19][C@H:12]1[CH2:13][CH2:14][C@H:15]2[CH2:20][OH:21])[C:4]1[CH:5]=[CH:6][CH:7]=[CH:8][CH:9]=1. The yield is 0.880. (4) The reactants are [CH3:1][C:2]([O:5][C:6]([N:8]1[CH2:17][CH2:16][C:15]2[C:10](=[CH:11][CH:12]=[C:13]([C:18]([OH:20])=O)[CH:14]=2)[CH2:9]1)=[O:7])([CH3:4])[CH3:3].CN(C(ON1N=NC2C=CC=NC1=2)=[N+](C)C)C.F[P-](F)(F)(F)(F)F.CCN(C(C)C)C(C)C.[Cl:54][C:55]1[CH:60]=[CH:59][CH:58]=[CH:57][C:56]=1[O:61][CH2:62][C:63]1[S:67][C:66]([NH2:68])=[N:65][N:64]=1. The catalyst is CN(C=O)C. The product is [Cl:54][C:55]1[CH:60]=[CH:59][CH:58]=[CH:57][C:56]=1[O:61][CH2:62][C:63]1[S:67][C:66]([NH:68][C:18]([C:13]2[CH:14]=[C:15]3[C:10](=[CH:11][CH:12]=2)[CH2:9][N:8]([C:6]([O:5][C:2]([CH3:3])([CH3:1])[CH3:4])=[O:7])[CH2:17][CH2:16]3)=[O:20])=[N:65][N:64]=1. The yield is 0.620.